This data is from Full USPTO retrosynthesis dataset with 1.9M reactions from patents (1976-2016). The task is: Predict the reactants needed to synthesize the given product. (1) Given the product [CH:31]1([C:37]2[CH:42]=[CH:41][C:40]([C:43]3[O:47][N:46]=[C:45]4[C:48]5[C:53]([CH2:54][CH2:55][C:44]=34)=[CH:52][C:51]([CH:56]=[O:20])=[CH:50][CH:49]=5)=[CH:39][C:38]=2[C:58]([F:59])([F:60])[F:61])[CH2:32][CH2:33][CH2:34][CH2:35][CH2:36]1, predict the reactants needed to synthesize it. The reactants are: C1(N2C(C(F)(F)F)=C(C3[O:20]N=C4C5C(CCC=34)=CC(C=O)=CC=5)C=N2)C=CC=CC=1.[CH:31]1([C:37]2[CH:42]=[CH:41][C:40]([C:43]3[O:47][N:46]=[C:45]4[C:48]5[C:53]([CH2:54][CH2:55][C:44]=34)=[CH:52][C:51]([CH:56]=C)=[CH:50][CH:49]=5)=[CH:39][C:38]=2[C:58]([F:61])([F:60])[F:59])[CH2:36][CH2:35][CH2:34][CH2:33][CH2:32]1. (2) The reactants are: [F:1][C:2]([F:24])([F:23])[C:3]1[N:8]2[C:9]3[CH:15]=[CH:14][CH:13]=[CH:12][C:10]=3[N:11]=[C:7]2[N:6]=[C:5]([C:16]2[CH:22]=[CH:21][C:19]([NH2:20])=[CH:18][CH:17]=2)[CH:4]=1.[F:25][CH2:26][CH2:27][CH2:28]O. Given the product [F:25][CH2:26][CH2:27][CH2:28][NH:20][C:19]1[CH:21]=[CH:22][C:16]([C:5]2[CH:4]=[C:3]([C:2]([F:1])([F:23])[F:24])[N:8]3[C:9]4[CH:15]=[CH:14][CH:13]=[CH:12][C:10]=4[N:11]=[C:7]3[N:6]=2)=[CH:17][CH:18]=1, predict the reactants needed to synthesize it. (3) Given the product [Br:1][C:2]1[CH:8]=[CH:7][C:6]([S:9]([CH3:12])(=[O:11])=[O:10])=[CH:5][C:3]=1[NH:4][C:23](=[O:24])[O:25][C:26]([CH3:29])([CH3:28])[CH3:27], predict the reactants needed to synthesize it. The reactants are: [Br:1][C:2]1[CH:8]=[CH:7][C:6]([S:9]([CH3:12])(=[O:11])=[O:10])=[CH:5][C:3]=1[NH2:4].C[Si]([N-][Si](C)(C)C)(C)C.[Na+].[C:23](O[C:23]([O:25][C:26]([CH3:29])([CH3:28])[CH3:27])=[O:24])([O:25][C:26]([CH3:29])([CH3:28])[CH3:27])=[O:24]. (4) Given the product [CH2:1]([O:3][C:4]1[CH:8]=[C:7]([C:9]([OH:11])=[O:10])[N:6]([CH3:13])[N:5]=1)[CH3:2], predict the reactants needed to synthesize it. The reactants are: [CH2:1]([O:3][C:4]1[CH:8]=[C:7]([C:9]([O:11]C)=[O:10])[N:6]([CH3:13])[N:5]=1)[CH3:2].[OH-].[Na+]. (5) The reactants are: [Cl:1][C:2]1[CH:12]=[CH:11][CH:10]=[C:4]2[C:5]([O:7][C:8](=[O:9])[C:3]=12)=O.Cl.[NH2:14][CH:15]1[CH2:20][CH2:19][C:18](=[O:21])[NH:17][C:16]1=[O:22].C([O-])(=O)C.[Na+]. Given the product [O:22]=[C:16]1[CH:15]([N:14]2[C:8](=[O:9])[C:3]3[C:4](=[CH:10][CH:11]=[CH:12][C:2]=3[Cl:1])[C:5]2=[O:7])[CH2:20][CH2:19][C:18](=[O:21])[NH:17]1, predict the reactants needed to synthesize it. (6) Given the product [CH2:1]([C@H:3]1[C@@H:7]([C:8]2[N:12]3[C:13]4[CH:19]=[CH:18][NH:17][C:14]=4[N:15]=[CH:16][C:11]3=[N:10][N:9]=2)[CH2:6][N:5]([C:30]([NH:32][CH2:33][C:34]([F:37])([F:36])[F:35])=[O:31])[CH2:4]1)[CH3:2], predict the reactants needed to synthesize it. The reactants are: [CH2:1]([C@H:3]1[C@@H:7]([C:8]2[N:12]3[C:13]4[CH:19]=[CH:18][N:17](S(C5C=CC(C)=CC=5)(=O)=O)[C:14]=4[N:15]=[CH:16][C:11]3=[N:10][N:9]=2)[CH2:6][N:5]([C:30]([NH:32][CH2:33][C:34]([F:37])([F:36])[F:35])=[O:31])[CH2:4]1)[CH3:2].[OH-].[Na+]. (7) The reactants are: [C:1]([O:5][C:6]([N:8]([CH3:26])[CH:9]([CH2:13][CH2:14][N:15]1C(=O)C2C(=CC=CC=2)C1=O)[C:10]([OH:12])=[O:11])=[O:7])([CH3:4])([CH3:3])[CH3:2].O.NN. Given the product [NH2:15][CH2:14][CH2:13][CH:9]([N:8]([C:6]([O:5][C:1]([CH3:4])([CH3:3])[CH3:2])=[O:7])[CH3:26])[C:10]([OH:12])=[O:11], predict the reactants needed to synthesize it. (8) Given the product [F:1][C:2]1[CH:3]=[CH:4][C:5]([CH2:8][N:9]2[C:13](/[CH:14]=[CH:15]\[CH3:16])=[CH:12][N:11]=[C:10]2[CH2:17][NH:19][CH2:20][C:21]2[N:26]=[C:25]([CH3:27])[CH:24]=[C:23]([C:28]([O:30][CH3:31])=[O:29])[CH:22]=2)=[CH:6][CH:7]=1, predict the reactants needed to synthesize it. The reactants are: [F:1][C:2]1[CH:7]=[CH:6][C:5]([CH2:8][N:9]2[C:13](/[CH:14]=[CH:15]\[CH3:16])=[CH:12][N:11]=[C:10]2[CH:17]=O)=[CH:4][CH:3]=1.[NH2:19][CH2:20][C:21]1[N:26]=[C:25]([CH3:27])[CH:24]=[C:23]([C:28]([O:30][CH3:31])=[O:29])[CH:22]=1. (9) Given the product [CH3:17][C:15]1[CH:16]=[C:11]([C:9]2[CH:8]=[C:2]([C:3]([O:5][CH2:6][CH3:7])=[O:4])[C:27]3[C:23]([C:19]4[S:18][CH:22]=[CH:21][CH:20]=4)=[N:24][O:25][C:26]=3[N:28]=2)[CH:12]=[N:13][CH:14]=1, predict the reactants needed to synthesize it. The reactants are: O/[C:2](=[CH:8]\[C:9]([C:11]1[CH:12]=[N:13][CH:14]=[C:15]([CH3:17])[CH:16]=1)=O)/[C:3]([O:5][CH2:6][CH3:7])=[O:4].[S:18]1[CH:22]=[CH:21][CH:20]=[C:19]1[C:23]1[CH:27]=[C:26]([NH2:28])[O:25][N:24]=1. (10) Given the product [C:1]([C:5]1[CH:24]=[CH:23][C:8]([CH2:9][NH:10][C:11](=[O:22])[CH:12]([C:14]2[CH:19]=[CH:18][C:17]3[NH:20][N:25]=[N:21][C:16]=3[CH:15]=2)[CH3:13])=[CH:7][CH:6]=1)([CH3:2])([CH3:3])[CH3:4], predict the reactants needed to synthesize it. The reactants are: [C:1]([C:5]1[CH:24]=[CH:23][C:8]([CH2:9][NH:10][C:11](=[O:22])[CH:12]([C:14]2[CH:19]=[CH:18][C:17]([NH2:20])=[C:16]([NH2:21])[CH:15]=2)[CH3:13])=[CH:7][CH:6]=1)([CH3:4])([CH3:3])[CH3:2].[N:25]([O-])=O.[Na+].O.